This data is from Reaction yield outcomes from USPTO patents with 853,638 reactions. The task is: Predict the reaction yield, written as a fraction of the theoretical maximum amount of product (1.0 means a 100% yield; for example, 0.34 means a 34% yield). (1) The reactants are [CH:1]([O:4][C:5]1[CH:12]=[CH:11][C:10]([C:13]([N:15]2[CH2:20][CH2:19][C:18]3([C:32]4[CH:31]=[N:30][N:29]([CH3:33])[C:28]=4[C:27]4[CH:26]=[CH:25][CH:24]=[CH:23][C:22]=4[O:21]3)[CH2:17][CH2:16]2)=[O:14])=[CH:9][C:6]=1[CH:7]=[O:8])([CH3:3])[CH3:2].[Li+].[BH4-]. The catalyst is C1COCC1. The product is [OH:8][CH2:7][C:6]1[CH:9]=[C:10]([C:13]([N:15]2[CH2:16][CH2:17][C:18]3([C:32]4[CH:31]=[N:30][N:29]([CH3:33])[C:28]=4[C:27]4[CH:26]=[CH:25][CH:24]=[CH:23][C:22]=4[O:21]3)[CH2:19][CH2:20]2)=[O:14])[CH:11]=[CH:12][C:5]=1[O:4][CH:1]([CH3:2])[CH3:3]. The yield is 0.650. (2) The reactants are [CH2:1]([N:8]1[CH2:12][CH:11]([N+:13]([O-])=O)[CH:10]([C:16]2[CH:21]=[CH:20][C:19]([Cl:22])=[C:18]([Cl:23])[CH:17]=2)[CH2:9]1)[C:2]1[CH:7]=[CH:6][CH:5]=[CH:4][CH:3]=1.O.O.Cl[Sn]Cl.C([O-])(O)=O.[Na+]. The catalyst is CCOC(C)=O. The product is [CH2:1]([N:8]1[CH2:9][CH:10]([C:16]2[CH:21]=[CH:20][C:19]([Cl:22])=[C:18]([Cl:23])[CH:17]=2)[CH:11]([NH2:13])[CH2:12]1)[C:2]1[CH:3]=[CH:4][CH:5]=[CH:6][CH:7]=1. The yield is 0.540. (3) The catalyst is O1CCCC1. The yield is 0.830. The reactants are [CH2:1]([N:3]1[CH2:8][CH2:7][C:6](=[N:9]O)[C:5]([F:12])([F:11])[CH2:4]1)[CH3:2].[AlH4-].[Li+]. The product is [CH2:1]([N:3]1[CH2:8][CH2:7][CH:6]([NH2:9])[C:5]([F:12])([F:11])[CH2:4]1)[CH3:2]. (4) The reactants are N#N.[Li+].[Br-].[C:5]([O:9][C:10]([N:12]1[CH2:17][C@H:16]([CH2:18][OH:19])[N:15]([CH2:20][C:21]([N:23]2[C:31]3[C:26](=[CH:27][CH:28]=[C:29](Cl)[CH:30]=3)[C:25]([CH3:34])([CH3:33])[CH2:24]2)=[O:22])[CH2:14][C@H:13]1[CH3:35])=[O:11])([CH3:8])([CH3:7])[CH3:6].[Br-].[CH2:37]([Zn+])[C:38]1[CH:43]=[CH:42][CH:41]=[CH:40][CH:39]=1. The catalyst is C1COCC1.CN1C(=O)CCC1.CO.C(N1C=CN(C(C)C)C1=[Pd-3](Cl)(Cl)C1C(Cl)=CC=CN=1)(C)C.C1COCC1. The product is [C:5]([O:9][C:10]([N:12]1[CH2:17][C@H:16]([CH2:18][OH:19])[N:15]([CH2:20][C:21]([N:23]2[C:31]3[C:26](=[CH:27][CH:28]=[C:29]([CH2:37][C:38]4[CH:43]=[CH:42][CH:41]=[CH:40][CH:39]=4)[CH:30]=3)[C:25]([CH3:34])([CH3:33])[CH2:24]2)=[O:22])[CH2:14][C@H:13]1[CH3:35])=[O:11])([CH3:8])([CH3:7])[CH3:6]. The yield is 0.120. (5) The reactants are FC(F)(F)C([N:5]([C@@H:13]1[CH2:15][C@H:14]1[C:16]1[CH:21]=[CH:20][CH:19]=[CH:18][CH:17]=1)[CH2:6][CH:7]1[CH2:12][CH2:11][NH:10][CH2:9][CH2:8]1)=O.C(N(CC)CC)C.[C:31](Cl)(=[O:38])[C:32]1[CH:37]=[CH:36][CH:35]=[CH:34][CH:33]=1.[NH4+].[Cl-]. The catalyst is C(Cl)(Cl)Cl. The product is [C:32]1([C:31]([N:10]2[CH2:9][CH2:8][CH:7]([CH2:6][NH:5][C@@H:13]3[CH2:15][C@H:14]3[C:16]3[CH:17]=[CH:18][CH:19]=[CH:20][CH:21]=3)[CH2:12][CH2:11]2)=[O:38])[CH:37]=[CH:36][CH:35]=[CH:34][CH:33]=1. The yield is 0.463.